This data is from Full USPTO retrosynthesis dataset with 1.9M reactions from patents (1976-2016). The task is: Predict the reactants needed to synthesize the given product. (1) Given the product [CH3:20][N:18]1[CH:19]=[C:15]([N:14]2[C:5]3[C:4]4[CH:3]=[C:2]([C:26]5[CH:25]=[N:24][C:33]6[C:28]([CH:27]=5)=[CH:29][CH:30]=[CH:31][CH:32]=6)[CH:11]=[CH:10][C:9]=4[N:8]=[CH:7][C:6]=3[N:12]([CH3:23])[C:13]2=[O:22])[C:16]([CH3:21])=[N:17]1, predict the reactants needed to synthesize it. The reactants are: Br[C:2]1[CH:11]=[CH:10][C:9]2[N:8]=[CH:7][C:6]3[N:12]([CH3:23])[C:13](=[O:22])[N:14]([C:15]4[C:16]([CH3:21])=[N:17][N:18]([CH3:20])[CH:19]=4)[C:5]=3[C:4]=2[CH:3]=1.[N:24]1[C:33]2[C:28](=[CH:29][CH:30]=[CH:31][CH:32]=2)[CH:27]=[C:26](B(O)O)[CH:25]=1. (2) Given the product [Si:9]([O:16][CH2:17][CH2:18][N:19]([C:7]#[N:6])[C:20]1[CH:21]=[CH:22][C:23]([CH2:24][N:25]2[C:33](=[O:34])[C:32]3[C:27](=[CH:28][CH:29]=[CH:30][C:31]=3[NH:35][C:36]([C:38]3[S:39][C:40]([Cl:43])=[CH:41][CH:42]=3)=[O:37])[CH2:26]2)=[CH:44][CH:45]=1)([C:12]([CH3:15])([CH3:13])[CH3:14])([CH3:11])[CH3:10], predict the reactants needed to synthesize it. The reactants are: C(=O)(O)[O-].[Na+].[N:6]#[C:7]Br.[Si:9]([O:16][CH2:17][CH2:18][NH:19][C:20]1[CH:45]=[CH:44][C:23]([CH2:24][N:25]2[C:33](=[O:34])[C:32]3[C:27](=[CH:28][CH:29]=[CH:30][C:31]=3[NH:35][C:36]([C:38]3[S:39][C:40]([Cl:43])=[CH:41][CH:42]=3)=[O:37])[CH2:26]2)=[CH:22][CH:21]=1)([C:12]([CH3:15])([CH3:14])[CH3:13])([CH3:11])[CH3:10].O.ClCCl. (3) Given the product [CH3:54][O:53][C:37]1[CH:38]=[C:39]([CH:42]2[CH2:43][CH2:44][N:45]([CH2:48][C@H:49]([OH:52])[CH2:50][OH:51])[CH2:46][CH2:47]2)[CH:40]=[CH:41][C:36]=1[NH:35][C:15]1[N:14]=[CH:13][C:12]2=[CH:11][CH:10]=[C:9]([C:4]3[CH:5]=[CH:6][CH:7]=[CH:8][C:3]=3[O:2][CH3:1])[N:17]2[N:16]=1, predict the reactants needed to synthesize it. The reactants are: [CH3:1][O:2][C:3]1[CH:8]=[CH:7][CH:6]=[CH:5][C:4]=1[C:9]1[N:17]2[C:12]([CH:13]=[N:14][C:15](OS(C(F)(F)F)(=O)=O)=[N:16]2)=[CH:11][CH:10]=1.C(N(CC)C(C)C)(C)C.[NH2:35][C:36]1[CH:41]=[CH:40][C:39]([CH:42]2[CH2:47][CH2:46][N:45]([CH2:48][C@H:49]([OH:52])[CH2:50][OH:51])[CH2:44][CH2:43]2)=[CH:38][C:37]=1[O:53][CH3:54]. (4) Given the product [NH2:3][C:4]1[C:9]([C:10]([O:12][CH2:13][CH3:14])=[O:11])=[CH:8][N:7]=[C:6]([S:15][CH3:2])[N:5]=1, predict the reactants needed to synthesize it. The reactants are: I[CH3:2].[NH2:3][C:4]1[C:9]([C:10]([O:12][CH2:13][CH3:14])=[O:11])=[CH:8][N:7]=[C:6]([SH:15])[N:5]=1. (5) Given the product [C:24]([C:27]1[CH:28]=[CH:29][C:30]([NH:47][CH2:48][CH3:49])=[C:31]([N:33]=[C:34]2[N:38]([CH2:39][C:40]3[CH:41]=[CH:42][CH:43]=[CH:44][CH:45]=3)[C:37](=[O:46])[C:36](=[C:14]3[N:13]([CH3:12])[C:17]4[CH2:18][CH2:19][CH2:20][CH2:21][C:16]=4[S:15]3)[S:35]2)[CH:32]=1)(=[O:26])[CH3:25], predict the reactants needed to synthesize it. The reactants are: C1(C)C=CC(S([O-])(=O)=O)=CC=1.[CH3:12][N+:13]1[C:17]2[CH2:18][CH2:19][CH2:20][CH2:21][C:16]=2[S:15][C:14]=1SC.[C:24]([C:27]1[CH:28]=[CH:29][C:30]([NH:47][CH2:48][CH3:49])=[C:31]([N:33]=[C:34]2[N:38]([CH2:39][C:40]3[CH:45]=[CH:44][CH:43]=[CH:42][CH:41]=3)[C:37](=[O:46])[CH2:36][S:35]2)[CH:32]=1)(=[O:26])[CH3:25].